This data is from Full USPTO retrosynthesis dataset with 1.9M reactions from patents (1976-2016). The task is: Predict the reactants needed to synthesize the given product. (1) The reactants are: [Br:1][C:2]1[N:6]=[C:5](Br)[N:4]([CH2:8][C:9]([CH3:12])([OH:11])[CH3:10])[N:3]=1.Cl.[F:14][C:15]1([C:19]2[CH:24]=[CH:23][CH:22]=[CH:21][CH:20]=2)[CH2:18][NH:17][CH2:16]1.C(N(CC)C(C)C)(C)C. Given the product [Br:1][C:2]1[N:6]=[C:5]([N:17]2[CH2:16][C:15]([F:14])([C:19]3[CH:24]=[CH:23][CH:22]=[CH:21][CH:20]=3)[CH2:18]2)[N:4]([CH2:8][C:9]([CH3:12])([OH:11])[CH3:10])[N:3]=1, predict the reactants needed to synthesize it. (2) Given the product [Br:1][C:2]1[CH:3]=[CH:4][C:5]2[C:10]([CH:11]=1)=[CH:9][N:8]([CH2:14][C:15]1[CH:20]=[C:19]([F:21])[C:18]([OH:22])=[C:17]([F:23])[CH:16]=1)[C:7](=[O:12])[CH:6]=2, predict the reactants needed to synthesize it. The reactants are: [Br:1][C:2]1[CH:11]=[C:10]2[C:5]([CH:6]=[C:7]([OH:12])[N:8]=[CH:9]2)=[CH:4][CH:3]=1.Br[CH2:14][C:15]1[CH:20]=[C:19]([F:21])[C:18]([OH:22])=[C:17]([F:23])[CH:16]=1.C(=O)([O-])[O-].[Cs+].[Cs+]. (3) Given the product [C:27]([C:5]([CH3:30])([CH:6]([C:17]1[C:26]2[C:21](=[CH:22][CH:23]=[CH:24][CH:25]=2)[CH:20]=[CH:19][CH:18]=1)[C:7]1[C:16]2[C:11](=[CH:12][CH:13]=[CH:14][CH:15]=2)[CH:10]=[CH:9][CH:8]=1)[C:4]([O:3][CH2:1][CH3:2])=[O:29])#[N:28], predict the reactants needed to synthesize it. The reactants are: [CH2:1]([O:3][C:4](=[O:29])[CH:5]([C:27]#[N:28])[CH:6]([C:17]1[C:26]2[C:21](=[CH:22][CH:23]=[CH:24][CH:25]=2)[CH:20]=[CH:19][CH:18]=1)[C:7]1[C:16]2[C:11](=[CH:12][CH:13]=[CH:14][CH:15]=2)[CH:10]=[CH:9][CH:8]=1)[CH3:2].[CH3:30][Si]([N-][Si](C)(C)C)(C)C.[Na+].CI. (4) Given the product [CH3:1][C:2]1[CH:24]=[N:23][C:5]2[N:6]([C:11]([NH:33][CH:32]([C:34]3[CH:39]=[CH:38][C:37]([O:40][C:41]([F:44])([F:42])[F:43])=[CH:36][CH:35]=3)[CH2:31][CH:28]3[CH2:27][CH2:26][O:25][CH2:30][CH2:29]3)=[O:13])[CH2:7][C:8](=[O:10])[NH:9][C:4]=2[CH:3]=1, predict the reactants needed to synthesize it. The reactants are: [CH3:1][C:2]1[CH:24]=[N:23][C:5]2[N:6]([C:11]([O:13]C3C=CC([N+]([O-])=O)=CC=3)=O)[CH2:7][C:8](=[O:10])[NH:9][C:4]=2[CH:3]=1.[O:25]1[CH2:30][CH2:29][CH:28]([CH2:31][CH:32]([C:34]2[CH:39]=[CH:38][C:37]([O:40][C:41]([F:44])([F:43])[F:42])=[CH:36][CH:35]=2)[NH2:33])[CH2:27][CH2:26]1.C(N(CC)CC)C.O. (5) Given the product [Br:1][C:2]1[CH:3]=[CH:4][C:5]([S:8]([CH:11]2[CH2:16][CH2:15][N:14]([CH2:18][C:19]([C:21]3[CH:26]=[CH:25][C:24]([F:27])=[CH:23][CH:22]=3)=[O:20])[CH2:13][CH2:12]2)(=[O:9])=[O:10])=[CH:6][CH:7]=1, predict the reactants needed to synthesize it. The reactants are: [Br:1][C:2]1[CH:7]=[CH:6][C:5]([S:8]([CH:11]2[CH2:16][CH2:15][NH:14][CH2:13][CH2:12]2)(=[O:10])=[O:9])=[CH:4][CH:3]=1.Br[CH2:18][C:19]([C:21]1[CH:26]=[CH:25][C:24]([F:27])=[CH:23][CH:22]=1)=[O:20].C(=O)([O-])[O-].[K+].[K+].